From a dataset of Catalyst prediction with 721,799 reactions and 888 catalyst types from USPTO. Predict which catalyst facilitates the given reaction. Reactant: [Cl:1][C:2]1[CH:7]=[C:6]([F:8])[CH:5]=[CH:4][C:3]=1I.C([Mg]Cl)(C)C.[F:15][C:16]1[C:17]([C:28]#N)=[N:18][CH:19]=[CH:20][C:21]=1[C:22]1[CH:23]=[N:24][CH:25]=[N:26][CH:27]=1.Cl.[OH-:31].[Na+]. Product: [Cl:1][C:2]1[CH:7]=[C:6]([F:8])[CH:5]=[CH:4][C:3]=1[C:28]([C:17]1[C:16]([F:15])=[C:21]([C:22]2[CH:23]=[N:24][CH:25]=[N:26][CH:27]=2)[CH:20]=[CH:19][N:18]=1)=[O:31]. The catalyst class is: 677.